Dataset: Forward reaction prediction with 1.9M reactions from USPTO patents (1976-2016). Task: Predict the product of the given reaction. (1) Given the reactants [H-].[Na+].[CH2:3]([O:10][C:11]([C:13]1[C:21]2[C:16](=[CH:17][CH:18]=[C:19]([O:22][CH2:23][CH2:24][Cl:25])[CH:20]=2)[NH:15][C:14]=1[CH3:26])=[O:12])[C:4]1[CH:9]=[CH:8][CH:7]=[CH:6][CH:5]=1.[CH3:27]I.O, predict the reaction product. The product is: [CH2:3]([O:10][C:11]([C:13]1[C:21]2[C:16](=[CH:17][CH:18]=[C:19]([O:22][CH2:23][CH2:24][Cl:25])[CH:20]=2)[N:15]([CH3:27])[C:14]=1[CH3:26])=[O:12])[C:4]1[CH:9]=[CH:8][CH:7]=[CH:6][CH:5]=1. (2) Given the reactants [Cl:1][C:2]1[CH:3]=[C:4]([C:9]2[N:14]=[CH:13][N:12]=[C:11]([S:15][CH2:16][C:17]([NH2:19])=[O:18])[C:10]=2[C:20]#[N:21])[CH:5]=[CH:6][C:7]=1[Cl:8], predict the reaction product. The product is: [NH2:21][C:20]1[C:10]2[C:9]([C:4]3[CH:5]=[CH:6][C:7]([Cl:8])=[C:2]([Cl:1])[CH:3]=3)=[N:14][CH:13]=[N:12][C:11]=2[S:15][C:16]=1[C:17]([NH2:19])=[O:18]. (3) Given the reactants [CH3:1][N:2]([CH3:25])[C:3]([C:5]1[N:14]([C:15]2[CH:20]=[CH:19][CH:18]=[C:17]([C:21]([CH3:24])([CH3:23])[CH3:22])[CH:16]=2)[C:8]2[N:9]=[C:10](Cl)[N:11]=[CH:12][C:7]=2[CH:6]=1)=[O:4].[C:26]([O:30][C:31]([N:33]1[CH:38]2[CH2:39][CH2:40][CH:34]1[CH2:35][N:36]([C:41]([C:43]1[CH:44]=[N:45][C:46]([NH2:49])=[CH:47][CH:48]=1)=[O:42])[CH2:37]2)=[O:32])([CH3:29])([CH3:28])[CH3:27], predict the reaction product. The product is: [C:26]([O:30][C:31]([N:33]1[CH:34]2[CH2:40][CH2:39][CH:38]1[CH2:37][N:36]([C:41]([C:43]1[CH:44]=[N:45][C:46]([NH:49][C:10]3[N:11]=[CH:12][C:7]4[CH:6]=[C:5]([C:3](=[O:4])[N:2]([CH3:25])[CH3:1])[N:14]([C:15]5[CH:20]=[CH:19][CH:18]=[C:17]([C:21]([CH3:24])([CH3:23])[CH3:22])[CH:16]=5)[C:8]=4[N:9]=3)=[CH:47][CH:48]=1)=[O:42])[CH2:35]2)=[O:32])([CH3:29])([CH3:27])[CH3:28]. (4) Given the reactants [CH3:1][C:2]1[C:7]([CH:8]=O)=[C:6]([O:10][CH3:11])[C:5]([O:12][CH3:13])=[C:4]([O:14][CH3:15])[C:3]=1[O:16][CH3:17].CC1[C:24](/[CH:25]=[CH:26]/[C:27]([O:29][CH2:30][CH3:31])=[O:28])=[C:23](OC)C(OC)=C(OC)C=1OC, predict the reaction product. The product is: [CH3:1][C:2]1[C:7](/[CH:8]=[C:26](\[CH2:25][CH2:24][CH3:23])/[C:27]([O:29][CH2:30][CH3:31])=[O:28])=[C:6]([O:10][CH3:11])[C:5]([O:12][CH3:13])=[C:4]([O:14][CH3:15])[C:3]=1[O:16][CH3:17]. (5) Given the reactants [OH:1][C:2]1[CH:3]=[C:4]2[C:9](=[CH:10][CH:11]=1)[CH:8]=[C:7]([C@:12]1([CH3:18])[CH2:16][O:15][C:14](=[O:17])[NH:13]1)[CH:6]=[CH:5]2.[CH2:19]([C@H:21]1[CH2:26][CH2:25][C@H:24](O)[CH2:23][CH2:22]1)[CH3:20].O1CCCC1.C1(P(C2C=CC=CC=2)C2C=CC=CC=2)C=CC=CC=1.N(C(OC(C)C)=O)=NC(OC(C)C)=O, predict the reaction product. The product is: [CH2:19]([C@@H:21]1[CH2:26][CH2:25][C@H:24]([O:1][C:2]2[CH:3]=[C:4]3[C:9](=[CH:10][CH:11]=2)[CH:8]=[C:7]([C@:12]2([CH3:18])[CH2:16][O:15][C:14](=[O:17])[NH:13]2)[CH:6]=[CH:5]3)[CH2:23][CH2:22]1)[CH3:20].